From a dataset of Catalyst prediction with 721,799 reactions and 888 catalyst types from USPTO. Predict which catalyst facilitates the given reaction. (1) Reactant: C1(P(C2C=CC=CC=2)C2C=CC=CC=2)C=CC=CC=1.BrN1C(=O)CCC1=O.[CH:28]1(/[CH:33]=[C:34](\[C:38]2[CH:43]=[CH:42][C:41]([N:44]3[C:48]([CH3:49])=[N:47][N:46]=[N:45]3)=[C:40]([C:50]([F:53])([F:52])[F:51])[CH:39]=2)/[C:35]([OH:37])=O)[CH2:32][CH2:31][CH2:30][CH2:29]1.[NH2:54][C:55]1[S:56][CH:57]=[CH:58][N:59]=1. Product: [CH:28]1(/[CH:33]=[C:34](\[C:38]2[CH:43]=[CH:42][C:41]([N:44]3[C:48]([CH3:49])=[N:47][N:46]=[N:45]3)=[C:40]([C:50]([F:52])([F:51])[F:53])[CH:39]=2)/[C:35]([NH:54][C:55]2[S:56][CH:57]=[CH:58][N:59]=2)=[O:37])[CH2:32][CH2:31][CH2:30][CH2:29]1. The catalyst class is: 2. (2) Reactant: Br[CH2:2][C:3]1[CH:8]=[CH:7][C:6]([CH2:9][N:10]2[CH:15]=[CH:14][CH:13]=[CH:12][C:11]2=[O:16])=[CH:5][CH:4]=1.[Cl:17][C:18]1[C:23]2[CH:24]=[N:25][NH:26][C:22]=2[CH:21]=[CH:20][N:19]=1.C(=O)([O-])[O-].[K+].[K+].[Na+].[I-]. Product: [Cl:17][C:18]1[C:23]2=[CH:24][N:25]([CH2:2][C:3]3[CH:8]=[CH:7][C:6]([CH2:9][N:10]4[CH:15]=[CH:14][CH:13]=[CH:12][C:11]4=[O:16])=[CH:5][CH:4]=3)[N:26]=[C:22]2[CH:21]=[CH:20][N:19]=1. The catalyst class is: 23. (3) Reactant: [Br-].[CH2:2]([P+](CCCC)(CCCC)CCCC)[CH:3]=[C:4]([CH2:6][CH2:7][CH:8]=[C:9]([CH2:11][CH2:12][CH:13]=[C:14]([CH3:16])[CH3:15])[CH3:10])[CH3:5].[CH3:30][C:31]1[CH2:36][CH2:35][CH2:34][C:33]([CH3:38])([CH3:37])[C:32]=1/[CH:39]=[CH:40]/[C:41](/[CH3:55])=[CH:42]/[CH:43]=[CH:44]/[C:45](/[CH3:54])=[CH:46]/[CH:47]=[CH:48]/[CH:49]=[C:50](/[CH:52]=O)\[CH3:51].C[O-].[Na+]. Product: [CH3:30][C:31]1[CH2:36][CH2:35][CH2:34][C:33]([CH3:38])([CH3:37])[C:32]=1/[CH:39]=[CH:40]/[C:41](/[CH3:55])=[CH:42]/[CH:43]=[CH:44]/[C:45](/[CH3:54])=[CH:46]/[CH:47]=[CH:48]/[CH:49]=[C:50](/[CH:52]=[CH:2]/[CH:3]=[C:4](/[CH2:6][CH2:7]/[CH:8]=[C:9](/[CH2:11][CH2:12][CH:13]=[C:14]([CH3:15])[CH3:16])\[CH3:10])\[CH3:5])\[CH3:51]. The catalyst class is: 244. (4) Reactant: [CH:1]([O:4][C:5](=[O:33])[NH:6][C:7]1[CH:12]=[CH:11][C:10]([C:13]2[N:14]([CH:29]3[CH2:32][CH2:31][CH2:30]3)[C:15]3[C:20]([C:21]=2[C:22]#[N:23])=[CH:19][CH:18]=[C:17]([O:24][CH2:25][CH2:26][CH2:27]Cl)[CH:16]=3)=[CH:9][CH:8]=1)([CH3:3])[CH3:2].[I-].[Na+].[Na].[NH:37]1[CH:41]=[N:40][CH:39]=[N:38]1. Product: [CH:1]([O:4][C:5](=[O:33])[NH:6][C:7]1[CH:12]=[CH:11][C:10]([C:13]2[N:14]([CH:29]3[CH2:32][CH2:31][CH2:30]3)[C:15]3[C:20]([C:21]=2[C:22]#[N:23])=[CH:19][CH:18]=[C:17]([O:24][CH2:25][CH2:26][CH2:27][N:37]2[CH:41]=[N:40][CH:39]=[N:38]2)[CH:16]=3)=[CH:9][CH:8]=1)([CH3:3])[CH3:2]. The catalyst class is: 23. (5) Reactant: C1(C)C=CC(S([O-])(=O)=O)=CC=1.[CH2:12]([N+:16]1[C:24]2[CH:23]=[CH:22][C:21]3[CH:25]=[CH:26][CH:27]=[CH:28][C:20]=3[C:19]=2[C:18]([CH3:30])([CH3:29])[C:17]=1[CH:31]=[CH:32][C:33]1[CH2:37][CH2:36][C:35](=[CH:38][CH:39]=[C:40]2[C:48]([CH3:50])([CH3:49])[C:47]3[C:46]4[CH:51]=[CH:52][CH:53]=[CH:54][C:45]=4[CH:44]=[CH:43][C:42]=3[N:41]2CCCC)[C:34]=1[S:59]([C:62]1[CH:67]=[CH:66][CH:65]=[CH:64][CH:63]=1)(=[O:61])=[O:60])[CH2:13][CH2:14][CH3:15].[N-:68]([S:76]([C:79]([F:82])([F:81])[F:80])(=[O:78])=[O:77])[S:69]([C:72]([F:75])([F:74])[F:73])(=[O:71])=[O:70].[Li+].C(C(C)=O)C(C)C. Product: [N-:68]([S:69]([C:72]([F:75])([F:73])[F:74])(=[O:71])=[O:70])[S:76]([C:79]([F:82])([F:81])[F:80])(=[O:78])=[O:77].[CH2:12]([N:16]1[C:24]2[CH:23]=[CH:22][C:21]3[CH:25]=[CH:26][CH:27]=[CH:28][C:20]=3[C:19]=2[C:18]([CH3:29])([CH3:30])[C:17]1=[CH:31][CH:32]=[C:33]1[CH2:37][CH2:36][C:35]([CH:38]=[CH:39][C:40]2[C:48]([CH3:49])([CH3:50])[C:47]3[C:46]4[CH:51]=[CH:52][CH:53]=[CH:54][C:45]=4[CH:44]=[CH:43][C:42]=3[NH+:41]=2)=[C:34]1[S:59]([C:62]1[CH:63]=[CH:64][CH:65]=[CH:66][CH:67]=1)(=[O:61])=[O:60])[CH2:13][CH2:14][CH3:15]. The catalyst class is: 6. (6) Reactant: O.O=[CH:3][C:4]([C:6]1[CH:11]=[CH:10][C:9]([NH:12][C:13](=[O:15])[CH3:14])=[CH:8][CH:7]=1)=O.[CH2:16]([NH2:19])[CH2:17][NH2:18].[BH4-].[Na+]. Product: [NH:18]1[CH2:17][CH2:16][NH:19][CH2:3][CH:4]1[C:6]1[CH:11]=[CH:10][C:9]([NH:12][C:13](=[O:15])[CH3:14])=[CH:8][CH:7]=1. The catalyst class is: 8. (7) Reactant: [CH3:1][N:2]1[C:10]2[C:5](=[CH:6][CH:7]=[CH:8][CH:9]=2)[CH:4]=[CH:3]1.[Li]C(C)(C)C.B(CC)(CC)CC.Br[C:24]1[C:25]([O:34][CH3:35])=[CH:26][C:27]([O:32][CH3:33])=[C:28]([CH:31]=1)[CH:29]=[O:30].[OH-].[Na+].OO. Product: [CH3:33][O:32][C:27]1[CH:26]=[C:25]([O:34][CH3:35])[C:24]([C:3]2[N:2]([CH3:1])[C:10]3[C:5]([CH:4]=2)=[CH:6][CH:7]=[CH:8][CH:9]=3)=[CH:31][C:28]=1[CH:29]=[O:30]. The catalyst class is: 516. (8) Reactant: [F:1][C:2]([F:39])([F:38])[C:3]1[CH:4]=[C:5]([C:28]2[CH2:33][CH2:32][CH:31]([C:34]([F:37])([F:36])[F:35])[CH2:30][CH:29]=2)[C:6]2[N:10]=[C:9]([N:11]3[CH2:16][CH2:15][N:14]([C:17]4[C:22]([C:23]([F:26])([F:25])[F:24])=[CH:21][CH:20]=[CH:19][N:18]=4)[CH2:13][CH2:12]3)[NH:8][C:7]=2[CH:27]=1.[H][H]. Product: [F:39][C:2]([F:1])([F:38])[C:3]1[CH:4]=[C:5]([CH:28]2[CH2:29][CH2:30][CH:31]([C:34]([F:35])([F:36])[F:37])[CH2:32][CH2:33]2)[C:6]2[N:10]=[C:9]([N:11]3[CH2:16][CH2:15][N:14]([C:17]4[C:22]([C:23]([F:24])([F:25])[F:26])=[CH:21][CH:20]=[CH:19][N:18]=4)[CH2:13][CH2:12]3)[NH:8][C:7]=2[CH:27]=1. The catalyst class is: 29. (9) Reactant: C(OC(=O)[N:7]([O:30][CH2:31][C:32]1[CH:37]=[CH:36][CH:35]=[CH:34][CH:33]=1)[CH2:8][C@@H:9]([C:14]([N:16]1[CH2:21][CH2:20][N:19]([C:22]2[CH:27]=[CH:26][C:25]([O:28][CH3:29])=[CH:24][CH:23]=2)[CH2:18][CH2:17]1)=[O:15])[CH2:10][CH:11]([CH3:13])[CH3:12])(C)(C)C.Cl.O1CCOCC1. Product: [CH2:31]([O:30][NH:7][CH2:8][C@@H:9]([C:14]([N:16]1[CH2:17][CH2:18][N:19]([C:22]2[CH:27]=[CH:26][C:25]([O:28][CH3:29])=[CH:24][CH:23]=2)[CH2:20][CH2:21]1)=[O:15])[CH2:10][CH:11]([CH3:13])[CH3:12])[C:32]1[CH:33]=[CH:34][CH:35]=[CH:36][CH:37]=1. The catalyst class is: 2.